From a dataset of Reaction yield outcomes from USPTO patents with 853,638 reactions. Predict the reaction yield, written as a fraction of the theoretical maximum amount of product (1.0 means a 100% yield; for example, 0.34 means a 34% yield). (1) The reactants are [C:1]([C:3]1[CH:16]=[CH:15][C:6]([CH2:7][N:8]2[CH2:11][CH:10]([C:12]([OH:14])=[O:13])[CH2:9]2)=[CH:5][CH:4]=1)#[N:2].[C:17](O)([CH3:20])([CH3:19])[CH3:18].CCN=C=NCCCN(C)C. The product is [C:1]([C:3]1[CH:4]=[CH:5][C:6]([CH2:7][N:8]2[CH2:9][CH:10]([C:12]([O:14][C:17]([CH3:20])([CH3:19])[CH3:18])=[O:13])[CH2:11]2)=[CH:15][CH:16]=1)#[N:2]. The catalyst is CN(C1C=CN=CC=1)C.ClC(Cl)C. The yield is 0.860. (2) The reactants are [F:1][C:2]1[CH:7]=[CH:6][CH:5]=[C:4]([O:8][CH3:9])[C:3]=1[OH:10].F[C:12]1[CH:13]=[C:14](C)[CH:15]=[CH:16][C:17]=1[N+:18]([O-:20])=[O:19].F[C:23]1C=CC(N)=[C:25]([O:30]C2C(OC)=CC=CC=2F)C=1.[F:40][C:41]1[CH:55]=[CH:54][CH:53]=[C:52]([O:56][CH3:57])[C:42]=1[O:43][C:44]1[CH:50]=[C:49]([CH3:51])[CH:48]=[CH:47][C:45]=1[NH2:46].[NH2:58][C:59]1[S:60][CH:61]=[CH:62][N:63]=1. No catalyst specified. The product is [F:1][C:2]1[CH:7]=[CH:6][CH:5]=[C:4]([O:8][CH3:9])[C:3]=1[O:10][C:16]1[C:17]([N+:18]([O-:20])=[O:19])=[C:12]([CH3:23])[CH:13]=[CH:14][CH:15]=1.[F:40][C:41]1[CH:55]=[CH:54][CH:53]=[C:52]([O:56][CH3:57])[C:42]=1[O:43][C:44]1[CH:50]=[C:49]([CH3:51])[CH:48]=[CH:47][C:45]=1[NH:46][C:25]([NH:58][C:59]1[S:60][CH:61]=[CH:62][N:63]=1)=[O:30]. The yield is 0.650. (3) The reactants are [CH3:1][C:2]1[O:6][C:5]([C:7]2[CH:12]=[CH:11][CH:10]=[CH:9][CH:8]=2)=[N:4][C:3]=1[CH2:13][CH2:14][OH:15].[Br:16][C:17]1[CH:22]=[CH:21][CH:20]=[C:19](Br)[N:18]=1.[H-].[Na+]. The catalyst is O1CCOCC1. The product is [Br:16][C:17]1[CH:22]=[CH:21][CH:20]=[C:19]([O:15][CH2:14][CH2:13][C:3]2[N:4]=[C:5]([C:7]3[CH:12]=[CH:11][CH:10]=[CH:9][CH:8]=3)[O:6][C:2]=2[CH3:1])[N:18]=1. The yield is 0.650. (4) The reactants are [OH:1][C@H:2]1[C@:7]([OH:14])([C:8]2[CH:13]=[CH:12][CH:11]=[CH:10][CH:9]=2)[CH2:6][CH2:5][N:4]([C:15]([O:17][C:18]([CH3:21])([CH3:20])[CH3:19])=[O:16])[CH2:3]1.[H-].[Na+].Br[CH2:25]Br. The catalyst is CN(C=O)C. The product is [C:8]1([C@@:7]23[O:14][CH2:25][O:1][C@@H:2]2[CH2:3][N:4]([C:15]([O:17][C:18]([CH3:21])([CH3:20])[CH3:19])=[O:16])[CH2:5][CH2:6]3)[CH:13]=[CH:12][CH:11]=[CH:10][CH:9]=1. The yield is 0.730. (5) The reactants are [CH2:1]([O:8][C:9]([N:11]1[C@@H:15]([C:16](OC)=[O:17])[CH2:14][C@@H:13]([NH:20][C:21](=[O:27])[O:22][C:23]([CH3:26])([CH3:25])[CH3:24])[CH2:12]1)=[O:10])[C:2]1[CH:7]=[CH:6][CH:5]=[CH:4][CH:3]=1.[Li+].[Cl-].[BH4-].[Na+].C(O)C. The catalyst is C1COCC1. The product is [CH2:1]([O:8][C:9]([N:11]1[C@@H:15]([CH2:16][OH:17])[CH2:14][C@@H:13]([NH:20][C:21](=[O:27])[O:22][C:23]([CH3:25])([CH3:24])[CH3:26])[CH2:12]1)=[O:10])[C:2]1[CH:7]=[CH:6][CH:5]=[CH:4][CH:3]=1. The yield is 0.740. (6) The reactants are [CH3:1][O:2][C:3]1[CH:8]=[C:7]([C:9]2[CH2:10][CH2:11][N:12]([CH3:15])[CH2:13][CH:14]=2)[C:6]([N+:16]([O-])=O)=[CH:5][C:4]=1[NH:19][C:20]1[N:25]=[C:24]([C:26]2[CH:27]=[N:28][N:29]3[CH:34]=[CH:33][CH:32]=[CH:31][C:30]=23)[CH:23]=[CH:22][N:21]=1.[NH4+].[Cl-]. The catalyst is [Fe].O. The product is [CH3:1][O:2][C:3]1[CH:8]=[C:7]([C:9]2[CH2:10][CH2:11][N:12]([CH3:15])[CH2:13][CH:14]=2)[C:6]([NH2:16])=[CH:5][C:4]=1[NH:19][C:20]1[N:25]=[C:24]([C:26]2[CH:27]=[N:28][N:29]3[CH:34]=[CH:33][CH:32]=[CH:31][C:30]=23)[CH:23]=[CH:22][N:21]=1. The yield is 0.690. (7) The reactants are [NH2:1][C:2]1[CH:11]=[C:10]([C:12]([O:14][CH3:15])=[O:13])C=[CH:8][C:3]=1[C:4]([O:6][CH3:7])=[O:5].C1C(=O)N([Cl:23])C(=O)C1.[C:24]([Cl:28])(Cl)(Cl)Cl. No catalyst specified. The product is [NH2:1][C:2]1[C:11]([Cl:23])=[C:10]([C:12]([O:14][CH3:15])=[O:13])[C:24]([Cl:28])=[CH:8][C:3]=1[C:4]([O:6][CH3:7])=[O:5]. The yield is 0.970.